From a dataset of Catalyst prediction with 721,799 reactions and 888 catalyst types from USPTO. Predict which catalyst facilitates the given reaction. (1) Reactant: [CH3:1][C:2](=O)[CH2:3][C:4](=O)[CH3:5].Cl.Cl.[CH2:10]([NH:17][NH2:18])[C:11]1[CH:16]=[CH:15][CH:14]=[CH:13][CH:12]=1.C(N(CC)CC)C. Product: [CH2:10]([N:17]1[C:4]([CH3:5])=[CH:3][C:2]([CH3:1])=[N:18]1)[C:11]1[CH:16]=[CH:15][CH:14]=[CH:13][CH:12]=1. The catalyst class is: 15. (2) Reactant: Cl[C:2]1([C:15]([NH2:17])=[O:16])[CH:11]=[C:10]2[C:5]([CH:6]=[C:7]3OCO[C:8]3=[CH:9]2)=[N:4][CH2:3]1.[NH2:18][C:19]1[C:20]([CH3:27])=[C:21]([CH:24]=[CH:25][CH:26]=1)[CH2:22][OH:23].C(O)(=O)C. Product: [OH:23][CH2:22][C:21]1[C:20]([CH3:27])=[C:19]([CH:26]=[CH:25][CH:24]=1)[NH:18][C:11]1[C:10]2[C:5](=[CH:6][CH:7]=[CH:8][CH:9]=2)[N:4]=[CH:3][C:2]=1[C:15]([NH2:17])=[O:16]. The catalyst class is: 18. (3) Reactant: [C:1]1([S:7][C:8]2([CH2:12][C:13]([OH:15])=O)[CH2:11][CH2:10][CH2:9]2)[CH:6]=[CH:5][CH:4]=[CH:3][CH:2]=1.P(Cl)(Cl)(Cl)(Cl)Cl. Product: [O:15]=[C:13]1[C:6]2[CH:5]=[CH:4][CH:3]=[CH:2][C:1]=2[S:7][C:8]2([CH2:9][CH2:10][CH2:11]2)[CH2:12]1. The catalyst class is: 48. (4) Reactant: O1CCCCC1O[CH2:8][C:9]1[CH:14]=[CH:13][N:12]=[C:11]([N:15]2[CH2:20][CH2:19][N:18]([C:21]([O:23][CH2:24][C:25]3[CH:30]=[CH:29][CH:28]=[CH:27][CH:26]=3)=[O:22])[CH2:17][CH2:16]2)[CH:10]=1.S(Cl)([Cl:33])=O.O.C([O-])(O)=O.[Na+]. Product: [Cl:33][CH2:8][C:9]1[CH:14]=[CH:13][N:12]=[C:11]([N:15]2[CH2:20][CH2:19][N:18]([C:21]([O:23][CH2:24][C:25]3[CH:30]=[CH:29][CH:28]=[CH:27][CH:26]=3)=[O:22])[CH2:17][CH2:16]2)[CH:10]=1. The catalyst class is: 2. (5) Reactant: O[CH2:2][C:3]1[CH:8]=[CH:7][C:6]([OH:9])=[CH:5][CH:4]=1.Br[CH2:11][C:12]([O:14][C:15]([CH3:18])([CH3:17])[CH3:16])=[O:13].C(=O)([O-])[O-].[K+].[K+].[N-:25]=[N+:26]=[N-:27].[Na+]. Product: [C:15]([O:14][C:12](=[O:13])[CH2:11][O:9][C:6]1[CH:7]=[CH:8][C:3]([CH2:2][N:25]=[N+:26]=[N-:27])=[CH:4][CH:5]=1)([CH3:18])([CH3:17])[CH3:16]. The catalyst class is: 136.